This data is from Full USPTO retrosynthesis dataset with 1.9M reactions from patents (1976-2016). The task is: Predict the reactants needed to synthesize the given product. Given the product [CH2:1]([O:3][C:4](=[O:17])[NH:5][C:6]1[CH:15]=[CH:14][C:13]2[C:8](=[CH:9][CH:10]=[C:11]([O:16][C:25](=[O:27])[CH3:26])[CH:12]=2)[CH:7]=1)[CH3:2], predict the reactants needed to synthesize it. The reactants are: [CH2:1]([O:3][C:4](=[O:17])[NH:5][C:6]1[CH:15]=[CH:14][C:13]2[C:8](=[CH:9][CH:10]=[C:11]([OH:16])[CH:12]=2)[CH:7]=1)[CH3:2].C(N(CC)CC)C.[C:25](Cl)(=[O:27])[CH3:26].